The task is: Predict the reaction yield, written as a fraction of the theoretical maximum amount of product (1.0 means a 100% yield; for example, 0.34 means a 34% yield).. This data is from Reaction yield outcomes from USPTO patents with 853,638 reactions. The product is [CH2:25]([NH:32][C:20](=[O:21])[CH2:19][CH:16]1[C:17](=[O:18])[N:13]([C:11]2[CH:10]=[N:9][N:8]([CH2:7][C:6]3[C:2]([CH3:1])=[N:3][O:4][C:5]=3[CH3:24])[CH:12]=2)[C:14](=[O:23])[NH:15]1)[C:26]1[CH:31]=[CH:30][CH:29]=[CH:28][CH:27]=1. The reactants are [CH3:1][C:2]1[C:6]([CH2:7][N:8]2[CH:12]=[C:11]([N:13]3[C:17](=[O:18])[CH:16]([CH2:19][C:20](O)=[O:21])[NH:15][C:14]3=[O:23])[CH:10]=[N:9]2)=[C:5]([CH3:24])[O:4][N:3]=1.[CH2:25]([NH2:32])[C:26]1[CH:31]=[CH:30][CH:29]=[CH:28][CH:27]=1. The yield is 0.300. No catalyst specified.